This data is from Catalyst prediction with 721,799 reactions and 888 catalyst types from USPTO. The task is: Predict which catalyst facilitates the given reaction. Reactant: Cl.CC1(C)[O:7][C@H:6]2[CH2:8][CH2:9][CH2:10][C@H:11]([NH:12][C:13]3[C:18]([C:19]4[CH:20]=[N:21][N:22]([CH3:24])[CH:23]=4)=[CH:17][N:16]=[C:15]([C:25]4[CH:30]=[CH:29][CH:28]=[C:27]([C:31]5[CH:32]=[N:33][N:34]([CH3:36])[CH:35]=5)[CH:26]=4)[N:14]=3)[C@H:5]2[O:4]1. Product: [CH3:24][N:22]1[CH:23]=[C:19]([C:18]2[C:13]([NH:12][C@H:11]3[CH2:10][CH2:9][CH2:8][C@H:6]([OH:7])[C@@H:5]3[OH:4])=[N:14][C:15]([C:25]3[CH:30]=[CH:29][CH:28]=[C:27]([C:31]4[CH:32]=[N:33][N:34]([CH3:36])[CH:35]=4)[CH:26]=3)=[N:16][CH:17]=2)[CH:20]=[N:21]1. The catalyst class is: 5.